Dataset: NCI-60 drug combinations with 297,098 pairs across 59 cell lines. Task: Regression. Given two drug SMILES strings and cell line genomic features, predict the synergy score measuring deviation from expected non-interaction effect. (1) Drug 1: CCC1(CC2CC(C3=C(CCN(C2)C1)C4=CC=CC=C4N3)(C5=C(C=C6C(=C5)C78CCN9C7C(C=CC9)(C(C(C8N6C)(C(=O)OC)O)OC(=O)C)CC)OC)C(=O)OC)O.OS(=O)(=O)O. Drug 2: C1CNP(=O)(OC1)N(CCCl)CCCl. Cell line: A549. Synergy scores: CSS=-2.88, Synergy_ZIP=1.56, Synergy_Bliss=1.01, Synergy_Loewe=-1.59, Synergy_HSA=-1.24. (2) Drug 1: C1CCN(CC1)CCOC2=CC=C(C=C2)C(=O)C3=C(SC4=C3C=CC(=C4)O)C5=CC=C(C=C5)O. Drug 2: CC1=C(C(=O)C2=C(C1=O)N3CC4C(C3(C2COC(=O)N)OC)N4)N. Cell line: SK-MEL-28. Synergy scores: CSS=11.3, Synergy_ZIP=-1.94, Synergy_Bliss=6.33, Synergy_Loewe=-10.9, Synergy_HSA=-0.516. (3) Drug 1: CC12CCC(CC1=CCC3C2CCC4(C3CC=C4C5=CN=CC=C5)C)O. Drug 2: C1CC(=O)NC(=O)C1N2CC3=C(C2=O)C=CC=C3N. Cell line: HOP-92. Synergy scores: CSS=6.67, Synergy_ZIP=-1.53, Synergy_Bliss=-1.31, Synergy_Loewe=-0.204, Synergy_HSA=-0.187. (4) Drug 1: CC(C1=C(C=CC(=C1Cl)F)Cl)OC2=C(N=CC(=C2)C3=CN(N=C3)C4CCNCC4)N. Drug 2: CCN(CC)CCCC(C)NC1=C2C=C(C=CC2=NC3=C1C=CC(=C3)Cl)OC. Cell line: A498. Synergy scores: CSS=12.8, Synergy_ZIP=-3.86, Synergy_Bliss=-3.22, Synergy_Loewe=-6.14, Synergy_HSA=-2.83. (5) Drug 1: C1=CC(=CC=C1CCCC(=O)O)N(CCCl)CCCl. Drug 2: C1CC(C1)(C(=O)O)C(=O)O.[NH2-].[NH2-].[Pt+2]. Cell line: LOX IMVI. Synergy scores: CSS=35.4, Synergy_ZIP=-13.9, Synergy_Bliss=-12.1, Synergy_Loewe=-12.0, Synergy_HSA=-6.71. (6) Drug 1: C(CN)CNCCSP(=O)(O)O. Drug 2: N.N.Cl[Pt+2]Cl. Cell line: IGROV1. Synergy scores: CSS=59.3, Synergy_ZIP=0.147, Synergy_Bliss=-0.930, Synergy_Loewe=-34.9, Synergy_HSA=0.562. (7) Drug 1: CC1=C(C(=CC=C1)Cl)NC(=O)C2=CN=C(S2)NC3=CC(=NC(=N3)C)N4CCN(CC4)CCO. Drug 2: B(C(CC(C)C)NC(=O)C(CC1=CC=CC=C1)NC(=O)C2=NC=CN=C2)(O)O. Cell line: DU-145. Synergy scores: CSS=13.5, Synergy_ZIP=0.998, Synergy_Bliss=-1.91, Synergy_Loewe=-21.4, Synergy_HSA=-5.49. (8) Drug 1: C1=NC2=C(N1)C(=S)N=CN2. Drug 2: C1C(C(OC1N2C=NC(=NC2=O)N)CO)O. Cell line: HCC-2998. Synergy scores: CSS=27.3, Synergy_ZIP=-6.71, Synergy_Bliss=1.40, Synergy_Loewe=-1.18, Synergy_HSA=-0.802.